This data is from Forward reaction prediction with 1.9M reactions from USPTO patents (1976-2016). The task is: Predict the product of the given reaction. (1) Given the reactants [CH3:1][O:2][C:3]1[CH:12]=[CH:11][C:10]2[NH:9][C:8](=[O:13])[C:7]3[S:14][CH:15]=[CH:16][C:6]=3[C:5]=2[C:4]=1[C:17]1[CH:31]=[CH:30][C:20]([CH2:21][NH:22][C:23](=[O:29])[O:24][C:25]([CH3:28])([CH3:27])[CH3:26])=[CH:19][CH:18]=1.[Br:32]N1C(=O)CCC1=O, predict the reaction product. The product is: [Br:32][C:11]1[C:10]2[NH:9][C:8](=[O:13])[C:7]3[S:14][CH:15]=[CH:16][C:6]=3[C:5]=2[C:4]([C:17]2[CH:31]=[CH:30][C:20]([CH2:21][NH:22][C:23](=[O:29])[O:24][C:25]([CH3:28])([CH3:26])[CH3:27])=[CH:19][CH:18]=2)=[C:3]([O:2][CH3:1])[CH:12]=1. (2) Given the reactants [Cl:1][C:2]1[CH:3]=[C:4](I)[C:5]([NH2:8])=[N:6][CH:7]=1.[CH3:10][S:11][C:12]1[CH:17]=[CH:16][CH:15]=[CH:14][C:13]=1B(O)O.C(=O)([O-])[O-].[K+].[K+].C1(C)C=CC=CC=1, predict the reaction product. The product is: [Cl:1][C:2]1[CH:3]=[C:4]([C:13]2[CH:14]=[CH:15][CH:16]=[CH:17][C:12]=2[S:11][CH3:10])[C:5]([NH2:8])=[N:6][CH:7]=1.